From a dataset of Full USPTO retrosynthesis dataset with 1.9M reactions from patents (1976-2016). Predict the reactants needed to synthesize the given product. Given the product [CH3:24][O:23][C:20]1[CH:19]=[CH:18][C:17]([N:16]2[C:2]3[C:3](=[O:8])[NH:4][CH2:5][CH2:6][C:7]=3[C:10]([S:11]([CH3:14])(=[O:13])=[O:12])=[N:15]2)=[CH:22][CH:21]=1, predict the reactants needed to synthesize it. The reactants are: Cl[C:2]1[C:3](=[O:8])[NH:4][CH2:5][CH2:6][CH:7]=1.Cl/[C:10](=[N:15]\[NH:16][C:17]1[CH:22]=[CH:21][C:20]([O:23][CH3:24])=[CH:19][CH:18]=1)/[S:11]([CH3:14])(=[O:13])=[O:12].CCN(CC)CC.O.